From a dataset of Full USPTO retrosynthesis dataset with 1.9M reactions from patents (1976-2016). Predict the reactants needed to synthesize the given product. (1) Given the product [F:9][C:10]1[CH:15]=[CH:14][C:13]([NH:16][C:17](=[O:18])[C:19]([OH:20])([CH3:21])[CH2:22][O:8][C:5]2[CH:6]=[CH:7][C:2]([F:1])=[CH:3][CH:4]=2)=[CH:12][C:11]=1[CH3:23], predict the reactants needed to synthesize it. The reactants are: [F:1][C:2]1[CH:7]=[CH:6][C:5]([OH:8])=[CH:4][CH:3]=1.[F:9][C:10]1[CH:15]=[CH:14][C:13]([NH:16][C:17]([C:19]2([CH3:22])[CH2:21][O:20]2)=[O:18])=[CH:12][C:11]=1[CH3:23]. (2) Given the product [C:1]1([C:25]2[CH:26]=[CH:27][CH:28]=[CH:29][CH:30]=2)[CH:6]=[CH:5][C:4]([CH2:7][N:8]([CH2:9][C:10]2[CH:11]=[C:12]([CH:22]=[CH:23][CH:24]=2)[CH2:13][NH:14][C:15](=[O:21])[O:16][C:17]([CH3:20])([CH3:19])[CH3:18])[S:39]([C:34]2[CH:35]=[C:36]([Cl:38])[CH:37]=[C:32]([Cl:31])[C:33]=2[OH:43])(=[O:40])=[O:41])=[CH:3][CH:2]=1, predict the reactants needed to synthesize it. The reactants are: [C:1]1([C:25]2[CH:30]=[CH:29][CH:28]=[CH:27][CH:26]=2)[CH:6]=[CH:5][C:4]([CH2:7][NH:8][CH2:9][C:10]2[CH:11]=[C:12]([CH:22]=[CH:23][CH:24]=2)[CH2:13][NH:14][C:15](=[O:21])[O:16][C:17]([CH3:20])([CH3:19])[CH3:18])=[CH:3][CH:2]=1.[Cl:31][C:32]1[C:33]([OH:43])=[C:34]([S:39](Cl)(=[O:41])=[O:40])[CH:35]=[C:36]([Cl:38])[CH:37]=1.CCN(CC)CC. (3) The reactants are: [Cl:1][C:2]1[CH:7]=[CH:6][C:5]([C:8]2[S:9][CH2:10][CH:11]([C:13]([OH:15])=O)[N:12]=2)=[CH:4][CH:3]=1.[NH2:16][C:17]1[C:18]([F:27])=[C:19]([C:23]([F:26])([F:25])[F:24])[CH:20]=[CH:21][CH:22]=1.CCN(C(C)C)C(C)C.C1CN([P+](Br)(N2CCCC2)N2CCCC2)CC1.F[P-](F)(F)(F)(F)F. Given the product [F:27][C:18]1[C:19]([C:23]([F:25])([F:26])[F:24])=[CH:20][CH:21]=[CH:22][C:17]=1[NH:16][C:13]([CH:11]1[CH2:10][S:9][C:8]([C:5]2[CH:4]=[CH:3][C:2]([Cl:1])=[CH:7][CH:6]=2)=[N:12]1)=[O:15], predict the reactants needed to synthesize it. (4) Given the product [F:39][CH:35]([F:40])[O:31][C:27]1[CH:26]=[C:25]([C:23]2[CH:22]=[CH:21][C:19]3[N:20]=[C:16]([C:8]4[N:7]([CH2:6][O:5][CH2:4][CH2:3][Si:2]([CH3:33])([CH3:32])[CH3:1])[C:11]5[CH:12]=[CH:13][CH:14]=[CH:15][C:10]=5[N:9]=4)[O:17][C:18]=3[CH:24]=2)[CH:30]=[N:29][CH:28]=1, predict the reactants needed to synthesize it. The reactants are: [CH3:1][Si:2]([CH3:33])([CH3:32])[CH2:3][CH2:4][O:5][CH2:6][N:7]1[C:11]2[CH:12]=[CH:13][CH:14]=[CH:15][C:10]=2[N:9]=[C:8]1[C:16]1[O:17][C:18]2[CH:24]=[C:23]([C:25]3[CH:26]=[C:27]([OH:31])[CH:28]=[N:29][CH:30]=3)[CH:22]=[CH:21][C:19]=2[N:20]=1.Cl[C:35]([F:40])([F:39])C([O-])=O.[Na+].C(=O)([O-])[O-].[K+].[K+]. (5) Given the product [F:30][C:18]1[C:16]2[CH2:17][CH:13]([CH2:12][N:31]=[N+:32]=[N-:33])[O:14][C:15]=2[C:21]([C:22]2[CH:27]=[CH:26][CH:25]=[CH:24][C:23]=2[CH3:28])=[CH:20][C:19]=1[F:29], predict the reactants needed to synthesize it. The reactants are: CC1C=CC(S(O[CH2:12][CH:13]2[CH2:17][C:16]3[C:18]([F:30])=[C:19]([F:29])[CH:20]=[C:21]([C:22]4[CH:27]=[CH:26][CH:25]=[CH:24][C:23]=4[CH3:28])[C:15]=3[O:14]2)(=O)=O)=CC=1.[N-:31]=[N+:32]=[N-:33].[Na+]. (6) Given the product [Cl:1][C:2]1[C:3]2[N:17]=[C:18]([NH:19][C:20]3[C:21]([CH3:29])=[N:22][C:23]([O:27][CH3:28])=[N:24][C:25]=3[CH3:26])[N:12]([CH2:13][CH2:14][CH2:15][OH:16])[C:4]=2[C:5]([C:6]([O:8][CH3:9])=[O:7])=[CH:10][CH:11]=1, predict the reactants needed to synthesize it. The reactants are: [Cl:1][C:2]1[CH:11]=[CH:10][C:5]([C:6]([O:8][CH3:9])=[O:7])=[C:4]([NH:12][CH2:13][CH2:14][CH2:15][OH:16])[C:3]=1[NH:17][C:18](=S)[NH:19][C:20]1[C:21]([CH3:29])=[N:22][C:23]([O:27][CH3:28])=[N:24][C:25]=1[CH3:26].Cl.C(N=C=NCCCN(C)C)C.C(N(CC)CC)C. (7) Given the product [CH3:1][C:2]1[N:3]([CH:29]([CH3:35])[C:30]([OH:32])=[O:31])[C:4]2[CH2:5][C:6]([CH3:28])([CH3:27])[CH2:7][C:8](=[O:26])[C:9]=2[C:10]=1[CH2:11][C:12]1[CH:17]=[CH:16][CH:15]=[CH:14][C:13]=1[S:18]([N:21]1[CH2:25][CH2:24][CH2:23][CH2:22]1)(=[O:20])=[O:19], predict the reactants needed to synthesize it. The reactants are: [CH3:1][C:2]1[N:3]([CH:29]([CH3:35])[C:30]([O:32]CC)=[O:31])[C:4]2[CH2:5][C:6]([CH3:28])([CH3:27])[CH2:7][C:8](=[O:26])[C:9]=2[C:10]=1[CH2:11][C:12]1[CH:17]=[CH:16][CH:15]=[CH:14][C:13]=1[S:18]([N:21]1[CH2:25][CH2:24][CH2:23][CH2:22]1)(=[O:20])=[O:19].[OH-].[Li+].Cl. (8) Given the product [F:35][C:23]1[CH:24]=[C:25]([N:28]2[CH2:33][CH2:32][O:31][CH2:30][C:29]2=[O:34])[CH:26]=[CH:27][C:22]=1[NH:21][C:4]([C:6]1[O:10][N:9]=[C:8]([CH2:11][NH:12][C:13]([C:15]2[S:16][C:17]([Cl:20])=[CH:18][CH:19]=2)=[O:14])[N:7]=1)=[O:5], predict the reactants needed to synthesize it. The reactants are: C(O[C:4]([C:6]1[O:10][N:9]=[C:8]([CH2:11][NH:12][C:13]([C:15]2[S:16][C:17]([Cl:20])=[CH:18][CH:19]=2)=[O:14])[N:7]=1)=[O:5])C.[NH2:21][C:22]1[CH:27]=[CH:26][C:25]([N:28]2[CH2:33][CH2:32][O:31][CH2:30][C:29]2=[O:34])=[CH:24][C:23]=1[F:35].